This data is from Catalyst prediction with 721,799 reactions and 888 catalyst types from USPTO. The task is: Predict which catalyst facilitates the given reaction. (1) Reactant: [C:1]([O:5][C:6]([N:8]([C:21]1[CH:22]=[C:23]([CH:34]=[CH:35][C:36]=1[O:37][CH3:38])[C:24]([O:26]CC1C=CC=CC=1)=[O:25])[S:9]([CH2:12][CH2:13][N:14]1[CH2:19][CH2:18][N:17]([CH3:20])[CH2:16][CH2:15]1)(=[O:11])=[O:10])=[O:7])([CH3:4])([CH3:3])[CH3:2]. Product: [C:1]([O:5][C:6]([N:8]([C:21]1[CH:22]=[C:23]([CH:34]=[CH:35][C:36]=1[O:37][CH3:38])[C:24]([OH:26])=[O:25])[S:9]([CH2:12][CH2:13][N:14]1[CH2:15][CH2:16][N:17]([CH3:20])[CH2:18][CH2:19]1)(=[O:11])=[O:10])=[O:7])([CH3:4])([CH3:3])[CH3:2]. The catalyst class is: 19. (2) Reactant: [NH2:1][C:2]1[C:3]2[C:11](=[O:12])[CH:10]=[CH:9][N:8]([CH:13]([C:15]3[C:16]([O:34][CH3:35])=[C:17]([CH:23]4[CH2:26][N:25](C(OC(C)(C)C)=O)[CH2:24]4)[C:18]([CH3:22])=[C:19]([Cl:21])[CH:20]=3)[CH3:14])[C:4]=2[N:5]=[CH:6][N:7]=1.[ClH:36].O1CCOCC1. Product: [NH2:1][C:2]1[C:3]2[C:11](=[O:12])[CH:10]=[CH:9][N:8]([CH:13]([C:15]3[CH:20]=[C:19]([Cl:21])[C:18]([CH3:22])=[C:17]([CH:23]4[CH2:26][NH:25][CH2:24]4)[C:16]=3[O:34][CH3:35])[CH3:14])[C:4]=2[N:5]=[CH:6][N:7]=1.[ClH:36]. The catalyst class is: 2. (3) Reactant: [NH:1]1[C:9]2[C:4](=[CH:5][C:6]([NH:10][C:11]3[C:20]4[C:15](=[CH:16][CH:17]=[CH:18][CH:19]=4)[N:14]=[C:13]([C:21]4[CH:22]=[C:23]([CH:29]=[CH:30][CH:31]=4)[O:24][CH2:25][C:26](O)=[O:27])[N:12]=3)=[CH:7][CH:8]=2)[CH:3]=[N:2]1.C1CN([P+](ON2N=NC3C=CC=CC2=3)(N2CCCC2)N2CCCC2)CC1.F[P-](F)(F)(F)(F)F.CCN(C(C)C)C(C)C.CC1C=CC(S([O-])(=O)=O)=CC=1.[O:85]1[CH2:89][CH2:88][C@@H:87]([NH3+:90])[CH2:86]1. Product: [NH:1]1[C:9]2[C:4](=[CH:5][C:6]([NH:10][C:11]3[C:20]4[C:15](=[CH:16][CH:17]=[CH:18][CH:19]=4)[N:14]=[C:13]([C:21]4[CH:22]=[C:23]([CH:29]=[CH:30][CH:31]=4)[O:24][CH2:25][C:26]([NH:90][C@@H:87]4[CH2:88][CH2:89][O:85][CH2:86]4)=[O:27])[N:12]=3)=[CH:7][CH:8]=2)[CH:3]=[N:2]1. The catalyst class is: 59. (4) Reactant: [N:1]1([C:5]2[CH:10]=[C:9]([Cl:11])[CH:8]=[CH:7][C:6]=2[CH2:12][N:13]2[CH2:18][CH2:17][NH:16][CH2:15][CH2:14]2)[CH2:4][CH2:3][CH2:2]1.[C:19](=O)([O:28]N1C(=O)CCC1=O)[O:20][N:21]1[C:25](=[O:26])[CH2:24][CH2:23][C:22]1=[O:27].ClCCl.C(N(CC)C(C)C)(C)C. Product: [N:1]1([C:5]2[CH:10]=[C:9]([Cl:11])[CH:8]=[CH:7][C:6]=2[CH2:12][N:13]2[CH2:14][CH2:15][N:16]([C:19]([O:20][N:21]3[C:25](=[O:26])[CH2:24][CH2:23][C:22]3=[O:27])=[O:28])[CH2:17][CH2:18]2)[CH2:4][CH2:3][CH2:2]1. The catalyst class is: 6. (5) Reactant: C(NC([N:6]1[C:14]2[C:9](=[CH:10][CH:11]=[C:12]([O:19][C:20](=O)C)[C:13]=2[CH2:15][CH:16]2C[O:17]2)[CH:8]=[N:7]1)=O)C.C(=O)([O-])[O-].[K+].[K+].O.Cl. Product: [NH:6]1[C:14]2[C:9](=[CH:10][CH:11]=[C:12]3[O:19][CH2:20][CH:16]([OH:17])[CH2:15][C:13]3=2)[CH:8]=[N:7]1. The catalyst class is: 5. (6) Reactant: [C:1]([C:3]1[C:4]([N:10]=[CH:11][N:12](C)C)=[N:5][C:6]([CH3:9])=[CH:7][CH:8]=1)#[N:2].N[C:16]1[CH:21]=[C:20]([CH3:22])[CH:19]=[CH:18][C:17]=1[S:23][C:24]1[CH:29]=[CH:28][C:27]([OH:30])=[CH:26][CH:25]=1.CO. Product: [CH3:22][C:20]1[CH:19]=[CH:18][C:17]([S:23][C:24]2[CH:29]=[CH:28][C:27]([OH:30])=[CH:26][CH:25]=2)=[C:16]([NH:2][C:1]2[C:3]3[CH:8]=[CH:7][C:6]([CH3:9])=[N:5][C:4]=3[N:10]=[CH:11][N:12]=2)[CH:21]=1. The catalyst class is: 15. (7) Reactant: [F:1][C:2]1[C:3]([N:9]2[CH:13]=[CH:12][C:11]([NH:14][C:15](=[O:26])[C:16]3[CH:21]=[CH:20][CH:19]=[CH:18][C:17]=3[C:22]([F:25])([F:24])[F:23])=[N:10]2)=[N:4][CH:5]=[C:6]([F:8])[CH:7]=1.OO.NC(N)=[O:31].FC(F)(F)C(OC(=O)C(F)(F)F)=O.S([O-])([O-])=O.[Na+].[Na+]. Product: [F:1][C:2]1[C:3]([N:9]2[CH:13]=[CH:12][C:11]([NH:14][C:15](=[O:26])[C:16]3[CH:21]=[CH:20][CH:19]=[CH:18][C:17]=3[C:22]([F:25])([F:23])[F:24])=[N:10]2)=[N+:4]([O-:31])[CH:5]=[C:6]([F:8])[CH:7]=1. The catalyst class is: 4. (8) Reactant: [F:1][C:2]([F:11])([F:10])[C:3]#[C:4][C:5]([O:7][CH2:8][CH3:9])=[O:6].[N+:12](=[CH:14][C:15]([O:17][CH2:18][CH3:19])=[O:16])=[N-:13]. Product: [F:1][C:2]([F:10])([F:11])[C:3]1[C:14]([C:15]([O:17][CH2:18][CH3:19])=[O:16])=[N:12][NH:13][C:4]=1[C:5]([O:7][CH2:8][CH3:9])=[O:6]. The catalyst class is: 28.